From a dataset of Reaction yield outcomes from USPTO patents with 853,638 reactions. Predict the reaction yield, written as a fraction of the theoretical maximum amount of product (1.0 means a 100% yield; for example, 0.34 means a 34% yield). (1) The reactants are Br[C:2]1[N:7]2[CH:8]=[CH:9][N:10]=[C:6]2[C:5]([NH:11][C:12]2[CH:17]=[CH:16][C:15]([O:18][CH2:19][CH:20]3[CH2:25][CH2:24][N:23]([CH3:26])[CH2:22][CH2:21]3)=[CH:14][CH:13]=2)=[N:4][CH:3]=1.[F:27][C:28]1[CH:36]=[C:35](B2OC(C)(C)C(C)(C)O2)[CH:34]=[CH:33][C:29]=1[C:30]([NH2:32])=[O:31].C([O-])([O-])=O.[Na+].[Na+]. The catalyst is O1CCOCC1.C1C=CC([P]([Pd]([P](C2C=CC=CC=2)(C2C=CC=CC=2)C2C=CC=CC=2)([P](C2C=CC=CC=2)(C2C=CC=CC=2)C2C=CC=CC=2)[P](C2C=CC=CC=2)(C2C=CC=CC=2)C2C=CC=CC=2)(C2C=CC=CC=2)C2C=CC=CC=2)=CC=1. The product is [F:27][C:28]1[CH:36]=[C:35]([C:2]2[N:7]3[CH:8]=[CH:9][N:10]=[C:6]3[C:5]([NH:11][C:12]3[CH:17]=[CH:16][C:15]([O:18][CH2:19][CH:20]4[CH2:25][CH2:24][N:23]([CH3:26])[CH2:22][CH2:21]4)=[CH:14][CH:13]=3)=[N:4][CH:3]=2)[CH:34]=[CH:33][C:29]=1[C:30]([NH2:32])=[O:31]. The yield is 0.850. (2) The yield is 0.480. The catalyst is C(Cl)Cl. The reactants are [CH3:1][C:2]1[CH:7]=[CH:6][C:5]([CH2:8][N:9]([CH:22]2[CH2:27][CH2:26][N:25]([CH3:28])[CH2:24][CH2:23]2)[C:10](=[O:21])[CH2:11][C:12]2[CH:17]=[CH:16][C:15]([O:18]C)=[C:14]([OH:20])[CH:13]=2)=[CH:4][CH:3]=1.B(Br)(Br)Br. The product is [CH3:1][C:2]1[CH:3]=[CH:4][C:5]([CH2:8][N:9]([CH:22]2[CH2:27][CH2:26][N:25]([CH3:28])[CH2:24][CH2:23]2)[C:10](=[O:21])[CH2:11][C:12]2[CH:17]=[CH:16][C:15]([OH:18])=[C:14]([OH:20])[CH:13]=2)=[CH:6][CH:7]=1. (3) The reactants are [NH2:1][C:2](=[N:11][OH:12])[C:3](=[N:6][O:7][CH:8]([CH3:10])[CH3:9])[C:4]#[N:5].NC(=NOC(C)C)C(=N[O:19]C(C)C)C#N.OO.C(=O)([O-])[O-].[K+].[K+].S([O-])([O-])(=O)=S.[Na+].[Na+]. The catalyst is CS(C)=O.CO. The product is [NH2:1][C:2](=[N:11][OH:12])[C:3](=[N:6][O:7][CH:8]([CH3:9])[CH3:10])[C:4]([NH2:5])=[O:19]. The yield is 0.630. (4) The reactants are [CH3:1][O:2][C:3]1[CH:4]=[C:5]2[C:10](=[CH:11][C:12]=1[O:13][CH3:14])[N:9]=[CH:8][N:7]=[C:6]2[O:15][C:16]1[CH:22]=[CH:21][C:19]([NH2:20])=[C:18]([O:23][CH3:24])[CH:17]=1.ClC(Cl)(O[C:29](=[O:35])[O:30][C:31](Cl)(Cl)Cl)Cl.[CH3:37][O:38][C:39]1[CH:44]=[CH:43][CH:42]=[CH:41][C:40]=1CO.C(=O)(O)[O-].[Na+]. The catalyst is C(Cl)Cl.C(N(CC)CC)C.C1(C)C=CC=CC=1. The product is [CH3:1][O:2][C:3]1[CH:4]=[C:5]2[C:10](=[CH:11][C:12]=1[O:13][CH3:14])[N:9]=[CH:8][N:7]=[C:6]2[O:15][C:16]1[CH:22]=[CH:21][C:19]([NH:20][C:29](=[O:35])[O:30][CH2:31][C:40]2[CH:41]=[CH:42][CH:43]=[CH:44][C:39]=2[O:38][CH3:37])=[C:18]([O:23][CH3:24])[CH:17]=1. The yield is 1.00. (5) The reactants are O1C2C=CC=CC=2C=C1C1CCCOC1[N:16]1[C:24]2[C:19](=[CH:20][C:21]([C:25]([NH:27][CH:28]([CH3:30])[CH3:29])=[O:26])=[CH:22][CH:23]=2)[CH:18]=[N:17]1.Cl.O1[CH2:37][CH2:36][O:35][CH2:34][CH2:33]1. No catalyst specified. The product is [O:35]1[C:36]2[CH:37]=[CH:18][CH:19]=[CH:20][C:21]=2[CH:33]=[C:34]1[C:18]1[C:19]2[C:24](=[CH:23][CH:22]=[C:21]([C:25]([NH:27][CH:28]([CH3:29])[CH3:30])=[O:26])[CH:20]=2)[NH:16][N:17]=1. The yield is 0.0700. (6) The reactants are [Br:1][C:2]1[N:6]=[C:5]([Cl:7])[S:4][N:3]=1.[C:21]1([As]([C:21]2[CH:26]=[CH:25][CH:24]=[CH:23][CH:22]=2)[C:21]2[CH:26]=[CH:25][CH:24]=[CH:23][CH:22]=2)[CH:26]=[CH:25][CH:24]=[CH:23][CH:22]=1.Cl.C(OCC)C.[CH3:33][N:34]1CCCC1=O. The catalyst is C(Cl)Cl.CO.C1C=CC(/C=C/C(/C=C/C2C=CC=CC=2)=O)=CC=1.C1C=CC(/C=C/C(/C=C/C2C=CC=CC=2)=O)=CC=1.C1C=CC(/C=C/C(/C=C/C2C=CC=CC=2)=O)=CC=1.[Pd].[Pd].[Cu]I. The product is [ClH:7].[Br:1][C:2]1[N:6]=[C:5]([C:24]2[CH2:25][C@H:26]3[CH2:21][NH:34][CH2:33][C@H:22]3[CH:23]=2)[S:4][N:3]=1. The yield is 0.820. (7) The reactants are [NH2:1][C:2]([NH:4][C:5]1[S:6][C:7]([C:14]2[CH:19]=[CH:18][N:17]=[CH:16][CH:15]=2)=[CH:8][C:9]=1[C:10]([O:12]C)=O)=[O:3].C[Al](C)C.[NH:24]1[CH2:30][CH2:29][CH2:28][CH2:27][C@H:26]([NH:31][C:32](=[O:38])[O:33][C:34]([CH3:37])([CH3:36])[CH3:35])[CH2:25]1.[C@H](O)(C([O-])=O)[C@@H](O)C([O-])=O.[Na+].[K+]. The catalyst is C1COCC1.CCOC(C)=O.O. The product is [NH2:1][C:2]([NH:4][C:5]1[S:6][C:7]([C:14]2[CH:19]=[CH:18][N:17]=[CH:16][CH:15]=2)=[CH:8][C:9]=1[C:10]([N:24]1[CH2:30][CH2:29][CH2:28][CH2:27][C@H:26]([NH:31][C:32](=[O:38])[O:33][C:34]([CH3:36])([CH3:35])[CH3:37])[CH2:25]1)=[O:12])=[O:3]. The yield is 0.210.